This data is from Reaction yield outcomes from USPTO patents with 853,638 reactions. The task is: Predict the reaction yield, written as a fraction of the theoretical maximum amount of product (1.0 means a 100% yield; for example, 0.34 means a 34% yield). (1) The reactants are C(=O)([O-])[O-].[K+].[K+].[CH2:7]([C@@H:9]1[O:11][CH2:10]1)Cl.[C:12]([C:14]1[CH:19]=[CH:18][C:17]([OH:20])=[CH:16][CH:15]=1)#[N:13]. The catalyst is CC#N. The product is [O:11]1[CH2:10][C@H:9]1[CH2:7][O:20][C:17]1[CH:18]=[CH:19][C:14]([C:12]#[N:13])=[CH:15][CH:16]=1. The yield is 0.900. (2) The reactants are N(C(C)=O)(CNC(C)=O)CNC(C)=O.C=O.O.[C:18]([OH:21])(=[O:20])[CH3:19].N(CC(O)=O)CC(O)=O.[C:31]([NH:34][CH2:35][C:36]([OH:38])=[O:37])(=[O:33])[CH3:32]. The catalyst is COCCOC. The product is [C:31]([N:34]([CH2:35][C:36]([OH:38])=[O:37])[CH2:19][C:18]([OH:21])=[O:20])(=[O:33])[CH3:32]. The yield is 0.910. (3) The reactants are [NH2:1][C:2]1[C:3]([C:19]([NH2:21])=[O:20])=[CH:4][C:5]2[C:13]3[C:8](=[CH:9][CH:10]=[CH:11][CH:12]=3)[N:7]([CH2:14][C:15]([CH3:17])=[CH2:16])[C:6]=2[N:18]=1.[H][H]. The product is [NH2:1][C:2]1[C:3]([C:19]([NH2:21])=[O:20])=[CH:4][C:5]2[C:13]3[C:8](=[CH:9][CH:10]=[CH:11][CH:12]=3)[N:7]([CH2:14][CH:15]([CH3:17])[CH3:16])[C:6]=2[N:18]=1. The yield is 0.650. The catalyst is C(O)C.[Pd].